From a dataset of Reaction yield outcomes from USPTO patents with 853,638 reactions. Predict the reaction yield, written as a fraction of the theoretical maximum amount of product (1.0 means a 100% yield; for example, 0.34 means a 34% yield). (1) The reactants are C(O)(C(F)(F)F)=O.[NH2:8][C:9](=[O:50])[CH2:10][C:11]1[CH:48]=[C:47]([F:49])[CH:46]=[CH:45][C:12]=1[CH2:13][CH2:14][C:15]1[C:20]([C:21]([F:24])([F:23])[F:22])=[CH:19][N:18]=[C:17]([NH:25][C:26]2[CH:31]=[CH:30][C:29]([CH:32]3[CH2:37][CH2:36][N:35](C(OC(C)(C)C)=O)[CH2:34][CH2:33]3)=[CH:28][CH:27]=2)[N:16]=1. The catalyst is C(Cl)Cl. The product is [F:49][C:47]1[CH:46]=[CH:45][C:12]([CH2:13][CH2:14][C:15]2[C:20]([C:21]([F:23])([F:24])[F:22])=[CH:19][N:18]=[C:17]([NH:25][C:26]3[CH:31]=[CH:30][C:29]([CH:32]4[CH2:37][CH2:36][NH:35][CH2:34][CH2:33]4)=[CH:28][CH:27]=3)[N:16]=2)=[C:11]([CH2:10][C:9]([NH2:8])=[O:50])[CH:48]=1. The yield is 0.870. (2) The reactants are Br[C:2]1[N:3]=[C:4]([N:7]([C:29]([O:31][C:32]([CH3:35])([CH3:34])[CH3:33])=[O:30])[CH2:8][C@@H:9]([NH:21][C:22](=[O:28])[O:23][C:24]([CH3:27])([CH3:26])[CH3:25])[CH2:10][C:11]2[CH:16]=[CH:15][C:14]([C:17]([F:20])([F:19])[F:18])=[CH:13][CH:12]=2)[S:5][CH:6]=1.[CH3:36][C:37]([OH:41])([C:39]#[CH:40])[CH3:38]. The catalyst is CCN(CC)CC.Cl[Pd-2](Cl)(P(C1C=CC=CC=1)(C1C=CC=CC=1)C1C=CC=CC=1)P(C1C=CC=CC=1)(C1C=CC=CC=1)C1C=CC=CC=1.[Cu]I. The product is [OH:41][C:37]([CH3:38])([CH3:36])[C:39]#[C:40][C:2]1[N:3]=[C:4]([N:7]([C:29]([O:31][C:32]([CH3:35])([CH3:34])[CH3:33])=[O:30])[CH2:8][C@@H:9]([NH:21][C:22](=[O:28])[O:23][C:24]([CH3:27])([CH3:26])[CH3:25])[CH2:10][C:11]2[CH:16]=[CH:15][C:14]([C:17]([F:20])([F:19])[F:18])=[CH:13][CH:12]=2)[S:5][CH:6]=1. The yield is 0.910. (3) The reactants are FC(F)(F)C([O-])=O.[NH2:8][C:9]1([C:23]2[S:24][C:25]([C:28]3[CH:33]=[C:32]([CH3:34])[CH:31]=[C:30]([NH:35][C:36]4[CH:41]=[C:40]([C:42]([F:45])([F:44])[F:43])[CH:39]=[CH:38][N:37]=4)[N:29]=3)=[CH:26][N:27]=2)[CH2:18][CH2:17][CH2:16][C:15]2[CH:14]=[C:13]([C:19]([O:21]C)=[O:20])[CH:12]=[CH:11][C:10]1=2.[OH-].[Na+]. The catalyst is CCO. The product is [NH2:8][C:9]1([C:23]2[S:24][C:25]([C:28]3[CH:33]=[C:32]([CH3:34])[CH:31]=[C:30]([NH:35][C:36]4[CH:41]=[C:40]([C:42]([F:43])([F:45])[F:44])[CH:39]=[CH:38][N:37]=4)[N:29]=3)=[CH:26][N:27]=2)[CH2:18][CH2:17][CH2:16][C:15]2[CH:14]=[C:13]([C:19]([OH:21])=[O:20])[CH:12]=[CH:11][C:10]1=2. The yield is 0.250. (4) The reactants are [C:1]([C:3]1[N:8]=[C:7]([C:9]([N:11]2[CH2:16][CH2:15][CH:14]([N:17]3[CH2:21][CH2:20][CH2:19][CH2:18]3)[CH2:13][CH2:12]2)=[O:10])[C:6]([CH3:22])=[CH:5][C:4]=1[C:23]1[CH:28]=[CH:27][CH:26]=[C:25]([C:29]([F:32])([F:31])[F:30])[CH:24]=1)#[CH:2].[N:33]([CH2:36][C:37]1[CH:42]=[CH:41][C:40]([O:43][CH3:44])=[CH:39][CH:38]=1)=[N+:34]=[N-:35].[Na].O=C1O[C@H]([C@H](CO)O)C([O-])=C1O. The catalyst is CN(C=O)C.O.[Cu]I. The product is [CH3:44][O:43][C:40]1[CH:39]=[CH:38][C:37]([CH2:36][N:33]2[CH:2]=[C:1]([C:3]3[N:8]=[C:7]([C:9]([N:11]4[CH2:16][CH2:15][CH:14]([N:17]5[CH2:21][CH2:20][CH2:19][CH2:18]5)[CH2:13][CH2:12]4)=[O:10])[C:6]([CH3:22])=[CH:5][C:4]=3[C:23]3[CH:28]=[CH:27][CH:26]=[C:25]([C:29]([F:31])([F:32])[F:30])[CH:24]=3)[N:35]=[N:34]2)=[CH:42][CH:41]=1. The yield is 0.880. (5) The reactants are [OH-].[Na+].[CH3:3][O:4][C:5]1[CH:14]=[CH:13][C:12]([S:15](=[O:18])(=[O:17])[NH2:16])=[CH:11][C:6]=1[C:7]([O:9]C)=[O:8].Cl. The catalyst is CO. The product is [CH3:3][O:4][C:5]1[CH:14]=[CH:13][C:12]([S:15](=[O:18])(=[O:17])[NH2:16])=[CH:11][C:6]=1[C:7]([OH:9])=[O:8]. The yield is 0.983. (6) The reactants are [CH3:1][C:2]1[C:10]2[C:5](=[N:6][CH:7]=[N:8][C:9]=2[NH2:11])[N:4]([C@H:12]2[CH2:17][CH2:16][C@@H:15]([N:18]3[CH2:23][CH2:22][N:21]([CH3:24])[CH2:20][CH2:19]3)[CH2:14][CH2:13]2)[N:3]=1.[CH:25]([C:27]1[CH:32]=[CH:31]C(B(O)O)=[CH:29][CH:28]=1)=[O:26].C(=O)([O-])[O-].[Na+].[Na+].COCCOC. The catalyst is O. The product is [NH2:11][C:9]1[N:8]=[CH:7][N:6]=[C:5]2[N:4]([CH:12]3[CH2:17][CH2:16][CH:15]([N:18]4[CH2:19][CH2:20][N:21]([CH3:24])[CH2:22][CH2:23]4)[CH2:14][CH2:13]3)[N:3]=[C:2]([C:1]3[CH:31]=[CH:32][C:27]([CH:25]=[O:26])=[CH:28][CH:29]=3)[C:10]=12. The yield is 0.540. (7) The reactants are [OH:1][C:2]1[C:3]([C:18](=[N:20][NH:21][C:22]([C:24]2[CH:33]=[CH:32][C:27]([C:28]([O:30]C)=[O:29])=[CH:26][CH:25]=2)=[O:23])[CH3:19])=[N:4][N:5]([CH3:17])[C:6]=1[C:7]1[CH:12]=[CH:11][CH:10]=[C:9]([C:13]([F:16])([F:15])[F:14])[CH:8]=1.CO.[OH-].[Na+].Cl. The catalyst is O. The product is [OH:1][C:2]1[C:3]([C:18](=[N:20][NH:21][C:22]([C:24]2[CH:25]=[CH:26][C:27]([C:28]([OH:30])=[O:29])=[CH:32][CH:33]=2)=[O:23])[CH3:19])=[N:4][N:5]([CH3:17])[C:6]=1[C:7]1[CH:12]=[CH:11][CH:10]=[C:9]([C:13]([F:14])([F:15])[F:16])[CH:8]=1. The yield is 0.550. (8) The reactants are [OH-:1].[K+].[C:3]([C:6]12[CH2:15][CH:10]([C:11]([CH3:14])=[CH:12][CH2:13]1)[C:9](=O)C[CH:7]2[CH3:17])(C)=C.CI.Cl.[CH3:21]CCCCC.[CH3:27][C:28](OC)([CH3:30])[CH3:29]. The catalyst is CS(C)=O. The product is [C:28]([C:30]12[CH2:9][CH:10]([C:11]([CH3:14])=[CH:12][CH2:13]1)[C:15](=[O:1])[C:6]([CH3:3])([CH3:21])[CH:7]2[CH3:17])([CH3:29])=[CH2:27]. The yield is 0.260. (9) The yield is 0.490. The reactants are [CH3:1][O:2][C:3]1[CH:4]=[C:5]2[C:10](=[CH:11][C:12]=1[O:13][CH3:14])[N:9]=[CH:8][N:7]=[C:6]2[O:15][C:16]1[CH:22]=[CH:21][C:19]([NH2:20])=[CH:18][CH:17]=1.ClC(Cl)(O[C:27](=[O:33])OC(Cl)(Cl)Cl)Cl.[CH:35]([NH2:39])([CH2:37][CH3:38])[CH3:36].CO. The catalyst is C(Cl)(Cl)Cl.C(N(CC)CC)C. The product is [CH:35]([NH:39][C:27]([NH:20][C:19]1[CH:21]=[CH:22][C:16]([O:15][C:6]2[C:5]3[C:10](=[CH:11][C:12]([O:13][CH3:14])=[C:3]([O:2][CH3:1])[CH:4]=3)[N:9]=[CH:8][N:7]=2)=[CH:17][CH:18]=1)=[O:33])([CH2:37][CH3:38])[CH3:36].